This data is from Full USPTO retrosynthesis dataset with 1.9M reactions from patents (1976-2016). The task is: Predict the reactants needed to synthesize the given product. (1) Given the product [CH:51]1([C@H:46]([NH:45][C:38]([C:35]2[CH:36]=[CH:37][C:32]([C:28]3[CH:29]=[CH:30][CH:31]=[C:26]([F:25])[CH:27]=3)=[CH:33][C:34]=2[N+:41]([O-:43])=[O:42])=[O:40])[C:47]([O:49][CH3:50])=[O:48])[CH2:56][CH2:55][CH2:54][CH2:53][CH2:52]1, predict the reactants needed to synthesize it. The reactants are: CN(C(ON1N=NC2C=CC=NC1=2)=[N+](C)C)C.F[P-](F)(F)(F)(F)F.[F:25][C:26]1[CH:27]=[C:28]([C:32]2[CH:37]=[CH:36][C:35]([C:38]([OH:40])=O)=[C:34]([N+:41]([O-:43])=[O:42])[CH:33]=2)[CH:29]=[CH:30][CH:31]=1.Cl.[NH2:45][C@@H:46]([CH:51]1[CH2:56][CH2:55][CH2:54][CH2:53][CH2:52]1)[C:47]([O:49][CH3:50])=[O:48].C(N(C(C)C)CC)(C)C. (2) Given the product [Cl:12][C:10]1[C:2]([OH:1])=[CH:3][C:4]([C:5]([OH:7])=[O:6])=[CH:8][C:9]=1[OH:11], predict the reactants needed to synthesize it. The reactants are: [OH:1][C:2]1[CH:3]=[C:4]([CH:8]=[C:9]([OH:11])[CH:10]=1)[C:5]([OH:7])=[O:6].[Cl:12]N1C(=O)CCC1=O.O.